This data is from TCR-epitope binding with 47,182 pairs between 192 epitopes and 23,139 TCRs. The task is: Binary Classification. Given a T-cell receptor sequence (or CDR3 region) and an epitope sequence, predict whether binding occurs between them. (1) The epitope is GTSGSPIVNR. The TCR CDR3 sequence is CASSLMGTSGFTGELFF. Result: 0 (the TCR does not bind to the epitope). (2) The epitope is FLNGSCGSV. The TCR CDR3 sequence is CASSTGLAFNEQYF. Result: 1 (the TCR binds to the epitope).